Dataset: Full USPTO retrosynthesis dataset with 1.9M reactions from patents (1976-2016). Task: Predict the reactants needed to synthesize the given product. (1) The reactants are: [OH:1][C:2]1[CH:3]=[C:4]2[C:9](=[CH:10][CH:11]=1)[N:8]=[CH:7][N:6]([C:12]1[CH:13]=[C:14]([NH:19][C:20](=[O:31])[C:21]3[CH:26]=[CH:25][CH:24]=[C:23]([C:27]([F:30])([F:29])[F:28])[CH:22]=3)[CH:15]=[CH:16][C:17]=1[CH3:18])[C:5]2=[O:32].C(=O)([O-])[O-].[K+].[K+].[I-].[Na+]. Given the product [CH3:7][N:6]([CH3:12])[CH2:5][CH2:4][O:1][C:2]1[CH:3]=[C:4]2[C:9](=[CH:10][CH:11]=1)[N:8]=[CH:7][N:6]([C:12]1[CH:13]=[C:14]([NH:19][C:20](=[O:31])[C:21]3[CH:26]=[CH:25][CH:24]=[C:23]([C:27]([F:29])([F:30])[F:28])[CH:22]=3)[CH:15]=[CH:16][C:17]=1[CH3:18])[C:5]2=[O:32], predict the reactants needed to synthesize it. (2) Given the product [CH3:29][N:30]([CH3:31])[C:26](=[O:28])[CH2:25][C:22]1[CH:21]=[CH:20][C:19]([C:4]2[CH:5]=[C:6]([NH:8][C:9]3[N:14]=[C:13]([C:15]([F:17])([F:16])[F:18])[CH:12]=[CH:11][N:10]=3)[CH:7]=[C:2]([CH3:1])[CH:3]=2)=[CH:24][N:23]=1, predict the reactants needed to synthesize it. The reactants are: [CH3:1][C:2]1[CH:3]=[C:4]([C:19]2[CH:20]=[CH:21][C:22]([CH2:25][C:26]([OH:28])=O)=[N:23][CH:24]=2)[CH:5]=[C:6]([NH:8][C:9]2[N:14]=[C:13]([C:15]([F:18])([F:17])[F:16])[CH:12]=[CH:11][N:10]=2)[CH:7]=1.[CH3:29][NH:30][CH3:31].C(Cl)CCl.C1C=CC2N(O)N=NC=2C=1.CCN(C(C)C)C(C)C. (3) Given the product [CH2:14]([O:9][C:6]1[CH:5]=[CH:4][C:3]([C:2]([F:10])([F:11])[F:1])=[CH:8][CH:7]=1)[CH:13]=[CH2:12], predict the reactants needed to synthesize it. The reactants are: [F:1][C:2]([F:11])([F:10])[C:3]1[CH:8]=[CH:7][C:6]([OH:9])=[CH:5][CH:4]=1.[CH2:12](Br)[CH:13]=[CH2:14].C([O-])([O-])=O.[Cs+].[Cs+]. (4) Given the product [Cl:20][C:15]1[C:16]([O:18][CH3:19])=[CH:17][C:10]2[O:9][CH:8]([C:6]([OH:7])=[O:5])[CH2:13][NH:12][C:11]=2[CH:14]=1, predict the reactants needed to synthesize it. The reactants are: [OH-].[Li+].C([O:5][C:6]([CH:8]1[CH2:13][NH:12][C:11]2[CH:14]=[C:15]([Cl:20])[C:16]([O:18][CH3:19])=[CH:17][C:10]=2[O:9]1)=[O:7])C. (5) Given the product [Cl:12][C:9]1[CH:10]=[CH:11][C:6]([CH:3]([NH:2][C:29](=[O:30])[CH2:28][CH2:27][C:19]2[CH:20]=[CH:21][C:22]([O:23][CH2:24][C:25]#[CH:26])=[C:17]([O:16][CH2:13][C:14]#[CH:15])[CH:18]=2)[C:4]#[N:5])=[CH:7][CH:8]=1, predict the reactants needed to synthesize it. The reactants are: Cl.[NH2:2][CH:3]([C:6]1[CH:11]=[CH:10][C:9]([Cl:12])=[CH:8][CH:7]=1)[C:4]#[N:5].[CH2:13]([O:16][C:17]1[CH:18]=[C:19]([CH2:27][CH2:28][C:29](O)=[O:30])[CH:20]=[CH:21][C:22]=1[O:23][CH2:24][C:25]#[CH:26])[C:14]#[CH:15].N1C=CC=CC=1.CCN=C=NCCCN(C)C.